From a dataset of Full USPTO retrosynthesis dataset with 1.9M reactions from patents (1976-2016). Predict the reactants needed to synthesize the given product. (1) The reactants are: [CH2:1]([O:3][C:4]([C:6]1[O:7][C:8]2[CH:15]=[CH:14][CH:13]=[C:12]([NH2:16])[C:9]=2[C:10]=1[CH3:11])=[O:5])[CH3:2].Br[CH2:18][CH2:19][CH2:20][CH2:21]Br.C(N(CC)C(C)C)(C)C. Given the product [CH2:1]([O:3][C:4]([C:6]1[O:7][C:8]2[CH:15]=[CH:14][CH:13]=[C:12]([N:16]3[CH2:21][CH2:20][CH2:19][CH2:18]3)[C:9]=2[C:10]=1[CH3:11])=[O:5])[CH3:2], predict the reactants needed to synthesize it. (2) Given the product [C:13]([O:12][C:10](=[O:11])[NH:1][CH2:2][CH2:3][C:4]1[CH:9]=[CH:8][N:7]=[CH:6][CH:5]=1)([CH3:16])([CH3:15])[CH3:14], predict the reactants needed to synthesize it. The reactants are: [NH2:1][CH2:2][CH2:3][CH:4]1[CH2:9][CH2:8][NH:7][CH2:6][CH2:5]1.[C:10](O[C:10]([O:12][C:13]([CH3:16])([CH3:15])[CH3:14])=[O:11])([O:12][C:13]([CH3:16])([CH3:15])[CH3:14])=[O:11]. (3) Given the product [F:25][C:16]([F:24])([C:17]1[CH:18]=[CH:19][C:20]([F:23])=[CH:21][CH:22]=1)[C:4]1[N:3]=[C:2]([NH:32][C:29]2[CH:28]=[C:27]([CH3:26])[NH:31][N:30]=2)[C:11]2[C:6](=[CH:7][C:8]([C:12]([O:14][CH3:15])=[O:13])=[CH:9][CH:10]=2)[N:5]=1, predict the reactants needed to synthesize it. The reactants are: Cl[C:2]1[C:11]2[C:6](=[CH:7][C:8]([C:12]([O:14][CH3:15])=[O:13])=[CH:9][CH:10]=2)[N:5]=[C:4]([C:16]([F:25])([F:24])[C:17]2[CH:22]=[CH:21][C:20]([F:23])=[CH:19][CH:18]=2)[N:3]=1.[CH3:26][C:27]1[NH:31][N:30]=[C:29]([NH2:32])[CH:28]=1.CCN(C(C)C)C(C)C. (4) Given the product [C:12]([C:8]1[CH:7]=[C:6]2[C:11]([CH:2]([NH:1][C:30](=[O:31])[CH2:29][CH:28]([NH:27][S:24]([C:15]3[CH:16]=[CH:17][C:18]4[C:23](=[CH:22][CH:21]=[CH:20][CH:19]=4)[CH:14]=3)(=[O:26])=[O:25])[C:33]3[CH:38]=[CH:37][CH:36]=[CH:35][CH:34]=3)[CH2:3][CH2:4][O:5]2)=[CH:10][CH:9]=1)#[N:13], predict the reactants needed to synthesize it. The reactants are: [NH2:1][CH:2]1[C:11]2[C:6](=[CH:7][C:8]([C:12]#[N:13])=[CH:9][CH:10]=2)[O:5][CH2:4][CH2:3]1.[CH:14]1[C:23]2[C:18](=[CH:19][CH:20]=[CH:21][CH:22]=2)[CH:17]=[CH:16][C:15]=1[S:24]([NH:27][CH:28]([C:33]1[CH:38]=[CH:37][CH:36]=[CH:35][CH:34]=1)[CH2:29][C:30](O)=[O:31])(=[O:26])=[O:25].C1C=CC2N(O)N=NC=2C=1.CCN(C(C)C)C(C)C.C(Cl)CCl. (5) Given the product [CH3:18][Si:19]([C:22]#[C:23][C:2]1[C:10]2[C:6](=[N:7][S:8][N:9]=2)[CH:5]=[CH:4][CH:3]=1)([CH3:21])[CH3:20], predict the reactants needed to synthesize it. The reactants are: Br[C:2]1[C:10]2[C:6](=[N:7][S:8][N:9]=2)[CH:5]=[CH:4][CH:3]=1.C(NC(C)C)(C)C.[CH3:18][Si:19]([C:22]#[CH:23])([CH3:21])[CH3:20].